Dataset: Forward reaction prediction with 1.9M reactions from USPTO patents (1976-2016). Task: Predict the product of the given reaction. (1) Given the reactants [CH3:1][C:2]1[CH:3]=[C:4]([C:19]2[S:23][C:22]([C:24]3([OH:30])[CH2:29][CH2:28][NH:27][CH2:26][CH2:25]3)=[N:21][CH:20]=2)[CH:5]=[C:6]([NH:8][C:9]2[N:14]=[C:13]([C:15]([F:18])([F:17])[F:16])[CH:12]=[CH:11][N:10]=2)[CH:7]=1.[O-:31][C:32]#[N:33].[K+].Cl, predict the reaction product. The product is: [OH:30][C:24]1([C:22]2[S:23][C:19]([C:4]3[CH:5]=[C:6]([NH:8][C:9]4[N:14]=[C:13]([C:15]([F:17])([F:18])[F:16])[CH:12]=[CH:11][N:10]=4)[CH:7]=[C:2]([CH3:1])[CH:3]=3)=[CH:20][N:21]=2)[CH2:25][CH2:26][N:27]([C:32]([NH2:33])=[O:31])[CH2:28][CH2:29]1. (2) Given the reactants [Cl:1][CH2:2][CH2:3][CH2:4][CH:5]1[S:10][C:9]2[CH:11]=[CH:12][CH:13]=[CH:14][C:8]=2[N:7]([C:15]2[CH:20]=[CH:19][CH:18]=[C:17]([CH3:21])[CH:16]=2)[S:6]1(=[O:23])=[O:22].[CH3:24][NH2:25].Cl, predict the reaction product. The product is: [ClH:1].[CH3:24][NH:25][CH2:2][CH2:3][CH2:4][CH:5]1[S:10][C:9]2[CH:11]=[CH:12][CH:13]=[CH:14][C:8]=2[N:7]([C:15]2[CH:20]=[CH:19][CH:18]=[C:17]([CH3:21])[CH:16]=2)[S:6]1(=[O:23])=[O:22]. (3) Given the reactants Br[C:2]1[CH:21]=[CH:20][C:5]([C:6]([N:8]2[CH2:13][CH2:12][N:11]([C:14]([C:16]3([OH:19])[CH2:18][CH2:17]3)=[O:15])[CH2:10][CH2:9]2)=[O:7])=[CH:4][CH:3]=1.CC1(C)C(C)(C)OB([C:30]2[CH:31]=[CH:32][C:33]3[S:37][CH:36]=[N:35][C:34]=3[CH:38]=2)O1.C(=O)([O-])[O-].[Na+].[Na+], predict the reaction product. The product is: [S:37]1[C:33]2[CH:32]=[CH:31][C:30]([C:2]3[CH:21]=[CH:20][C:5]([C:6]([N:8]4[CH2:13][CH2:12][N:11]([C:14]([C:16]5([OH:19])[CH2:18][CH2:17]5)=[O:15])[CH2:10][CH2:9]4)=[O:7])=[CH:4][CH:3]=3)=[CH:38][C:34]=2[N:35]=[CH:36]1. (4) Given the reactants [CH2:1]([O:8][C:9]1[CH:14]=[CH:13][CH:12]=[C:11]([F:15])[C:10]=1[NH2:16])[C:2]1[CH:7]=[CH:6][CH:5]=[CH:4][CH:3]=1.[CH3:17][C:18]([O:21][C:22](O[C:22]([O:21][C:18]([CH3:20])([CH3:19])[CH3:17])=[O:23])=[O:23])([CH3:20])[CH3:19], predict the reaction product. The product is: [C:18]([O:21][C:22](=[O:23])[NH:16][C:10]1[C:11]([F:15])=[CH:12][CH:13]=[CH:14][C:9]=1[O:8][CH2:1][C:2]1[CH:3]=[CH:4][CH:5]=[CH:6][CH:7]=1)([CH3:20])([CH3:19])[CH3:17].